This data is from CYP3A4 inhibition data for predicting drug metabolism from PubChem BioAssay. The task is: Regression/Classification. Given a drug SMILES string, predict its absorption, distribution, metabolism, or excretion properties. Task type varies by dataset: regression for continuous measurements (e.g., permeability, clearance, half-life) or binary classification for categorical outcomes (e.g., BBB penetration, CYP inhibition). Dataset: cyp3a4_veith. The molecule is Cc1c(C)n(C)c2ccc(C(=O)Nc3cccc4ccccc34)cc12. The result is 1 (inhibitor).